Dataset: Full USPTO retrosynthesis dataset with 1.9M reactions from patents (1976-2016). Task: Predict the reactants needed to synthesize the given product. (1) Given the product [CH3:18][C:17]1[S:16][C:15]([NH:19][C:20]2[N:25]=[C:24]([C:26]#[N:27])[CH:23]=[CH:22][CH:21]=2)=[N:14][C:13]=1[C:11]1[CH:12]=[N:8][NH:9][CH:10]=1, predict the reactants needed to synthesize it. The reactants are: COC1C=CC(C[N:8]2[CH:12]=[C:11]([C:13]3[N:14]=[C:15]([NH:19][C:20]4[N:25]=[C:24]([C:26]#[N:27])[CH:23]=[CH:22][CH:21]=4)[S:16][C:17]=3[CH3:18])[CH:10]=[N:9]2)=CC=1.C(Cl)Cl.CO. (2) Given the product [F:39][CH:38]([F:40])[C:37]([C:42]1[CH:43]=[CH:44][C:45]([C:48]2[CH:53]=[CH:52][C:51]([F:54])=[CH:50][N:49]=2)=[CH:46][CH:47]=1)([OH:41])[CH2:36][C:14]1[N:15]([C:17]([C:30]2[CH:35]=[CH:34][CH:33]=[CH:32][CH:31]=2)([C:24]2[CH:25]=[CH:26][CH:27]=[CH:28][CH:29]=2)[C:18]2[CH:19]=[CH:20][CH:21]=[CH:22][CH:23]=2)[CH:16]=[C:12]([CH2:11][C:10]([CH3:57])([CH3:9])[CH:55]([OH:5])[CH2:56][OH:62])[N:13]=1, predict the reactants needed to synthesize it. The reactants are: C[N+]1([O-])CC[O:5]CC1.[CH3:9][C:10]([CH3:57])([CH:55]=[CH2:56])[CH2:11][C:12]1[N:13]=[C:14]([CH2:36][C:37]([C:42]2[CH:47]=[CH:46][C:45]([C:48]3[CH:53]=[CH:52][C:51]([F:54])=[CH:50][N:49]=3)=[CH:44][CH:43]=2)([OH:41])[CH:38]([F:40])[F:39])[N:15]([C:17]([C:30]2[CH:35]=[CH:34][CH:33]=[CH:32][CH:31]=2)([C:24]2[CH:29]=[CH:28][CH:27]=[CH:26][CH:25]=2)[C:18]2[CH:23]=[CH:22][CH:21]=[CH:20][CH:19]=2)[CH:16]=1.CC(C)=O.[OH2:62]. (3) Given the product [Br:1][C:2]1[CH:3]=[C:4]([CH:19]=[C:20]([CH2:22][OH:23])[CH:21]=1)[O:5][CH:6]1[CH2:7][CH2:8][N:9]([C:12]([O:14][C:15]([CH3:16])([CH3:17])[CH3:18])=[O:13])[CH2:10][CH2:11]1, predict the reactants needed to synthesize it. The reactants are: [Br:1][C:2]1[CH:3]=[C:4]([CH:19]=[C:20]([C:22](OC)=[O:23])[CH:21]=1)[O:5][CH:6]1[CH2:11][CH2:10][N:9]([C:12]([O:14][C:15]([CH3:18])([CH3:17])[CH3:16])=[O:13])[CH2:8][CH2:7]1.[BH4-].[Li+]. (4) Given the product [Br:1][C:2]1[CH:7]=[CH:6][C:5]2[S:8][CH2:9][CH:10]([OH:12])[C:4]=2[CH:3]=1, predict the reactants needed to synthesize it. The reactants are: [Br:1][C:2]1[CH:7]=[CH:6][C:5]([S:8][CH2:9][C:10]([OH:12])=O)=[CH:4][CH:3]=1.S(Cl)(Cl)=O.[Cl-].[Al+3].[Cl-].[Cl-].Cl.